This data is from Reaction yield outcomes from USPTO patents with 853,638 reactions. The task is: Predict the reaction yield, written as a fraction of the theoretical maximum amount of product (1.0 means a 100% yield; for example, 0.34 means a 34% yield). (1) The reactants are [O:1]1[C:5]2([CH2:10][CH2:9][CH2:8][CH2:7][CH2:6]2)[O:4][CH2:3][C@@H:2]1[C:11]1[N:15]=[C:14]([NH:16][C:17]2[N:22]=[CH:21][C:20]([S:23][CH2:24][CH2:25][C:26]([O:28][CH3:29])=O)=[CH:19][C:18]=2[O:30][C:31]2[C:32]([CH3:37])=[N:33][CH:34]=[CH:35][CH:36]=2)[S:13][N:12]=1.CC([O-])(C)C.[K+].BrCCCOC. The catalyst is C1COCC1.C(OCC)(=O)C. The product is [CH3:29][O:28][CH2:26][CH2:25][CH2:24][S:23][C:20]1[CH:19]=[C:18]([O:30][C:31]2[C:32]([CH3:37])=[N:33][CH:34]=[CH:35][CH:36]=2)[C:17]([NH:16][C:14]2[S:13][N:12]=[C:11]([C@H:2]3[CH2:3][O:4][C:5]4([CH2:10][CH2:9][CH2:8][CH2:7][CH2:6]4)[O:1]3)[N:15]=2)=[N:22][CH:21]=1. The yield is 0.830. (2) The reactants are [Br:1][C:2]1[C:3]([F:10])=[C:4]([CH:7]=[CH:8][CH:9]=1)[CH:5]=[O:6].[F:11][C:12]1[CH:13]=[CH:14][C:15]([O:20][CH3:21])=[C:16]([Mg]Br)[CH:17]=1. The catalyst is C1COCC1.C(Cl)Cl. The product is [Br:1][C:2]1[C:3]([F:10])=[C:4]([CH:5]([C:14]2[CH:13]=[C:12]([F:11])[CH:17]=[CH:16][C:15]=2[O:20][CH3:21])[OH:6])[CH:7]=[CH:8][CH:9]=1. The yield is 1.00.